Dataset: Forward reaction prediction with 1.9M reactions from USPTO patents (1976-2016). Task: Predict the product of the given reaction. (1) Given the reactants [Cl:1]N1C(=O)CCC1=O.COC([C:13]1[NH:14][C:15]2[CH:16]=[C:17]([NH:27][C:28]([O:30][C:31]([CH3:34])([CH3:33])[CH3:32])=[O:29])[CH:18]=[C:19]3[C:25](=[O:26])[NH:24][N:23]=[CH:22][C:21]=1[C:20]=23)=O.CO.C(OCC)(=O)C, predict the reaction product. The product is: [C:31]([O:30][C:28](=[O:29])[NH:27][C:17]1[CH:18]=[C:19]2[C:25](=[O:26])[NH:24][N:23]=[CH:22][C:21]3=[C:13]([Cl:1])[NH:14][C:15]([CH:16]=1)=[C:20]23)([CH3:34])([CH3:33])[CH3:32]. (2) The product is: [CH3:34][C:2]1[C:10]2[S:9][C:8]([C:11]3[C:12]([NH2:28])=[N:13][CH:14]=[C:15]([C:17]4[CH:18]=[N:19][N:20]([CH:22]5[CH2:27][CH2:26][NH:25][CH2:24][CH2:23]5)[CH:21]=4)[CH:16]=3)=[N:7][C:6]=2[C:5]([C:29]([F:32])([F:30])[F:31])=[CH:4][CH:3]=1. Given the reactants F[C:2]1[C:10]2[S:9][C:8]([C:11]3[C:12]([NH2:28])=[N:13][CH:14]=[C:15]([C:17]4[CH:18]=[N:19][N:20]([CH:22]5[CH2:27][CH2:26][NH:25][CH2:24][CH2:23]5)[CH:21]=4)[CH:16]=3)=[N:7][C:6]=2[C:5]([C:29]([F:32])([F:31])[F:30])=[CH:4][CH:3]=1.I[C:34]1SC2C(C)=CC=C(C(F)(F)F)C=2N=1, predict the reaction product.